From a dataset of Catalyst prediction with 721,799 reactions and 888 catalyst types from USPTO. Predict which catalyst facilitates the given reaction. (1) Reactant: [F:1][C:2]([F:25])([C:6]1[CH:14]=[C:13]2[C:9]([C:10]([CH3:24])=[N:11][N:12]2[CH2:15][C:16]2[C:21]([CH3:22])=[CH:20][CH:19]=[CH:18][C:17]=2[CH3:23])=[CH:8][CH:7]=1)[C:3]([OH:5])=[O:4].[OH-].[K+:27]. Product: [F:25][C:2]([F:1])([C:6]1[CH:14]=[C:13]2[C:9]([C:10]([CH3:24])=[N:11][N:12]2[CH2:15][C:16]2[C:21]([CH3:22])=[CH:20][CH:19]=[CH:18][C:17]=2[CH3:23])=[CH:8][CH:7]=1)[C:3]([O-:5])=[O:4].[K+:27]. The catalyst class is: 8. (2) Reactant: [C:1]([OH:13])(=O)/[CH:2]=[CH:3]/[C:4]1[CH:11]=[CH:10][C:8]([OH:9])=[C:6]([OH:7])[CH:5]=1.C(N(CC)CC)C.[NH2:21][CH2:22][CH2:23][C:24]1[CH:29]=[CH:28][C:27]([OH:30])=[CH:26][CH:25]=1. Product: [CH:25]1[C:24]([CH2:23][CH2:22][NH:21][C:1](/[CH:2]=[CH:3]/[C:4]2[CH:11]=[CH:10][C:8]([OH:9])=[C:6]([OH:7])[CH:5]=2)=[O:13])=[CH:29][CH:28]=[C:27]([OH:30])[CH:26]=1. The catalyst class is: 174. (3) Reactant: C([O:5][C:6](=[O:50])/[CH:7]=[CH:8]/[C:9]1[C:14](=[O:15])[N:13]2[CH:16]=[CH:17][C:18]([C:20]([NH:22][C:23]3[S:24][CH:25]=[C:26]([C:28]([CH3:31])([CH3:30])[CH3:29])[N:27]=3)=[O:21])=[CH:19][C:12]2=[N:11][C:10]=1[N:32]1[CH2:37][CH2:36][N:35]([C:38](=[O:49])[CH2:39][CH2:40][CH2:41][CH2:42][N:43]([CH2:45][C:46]([OH:48])=[O:47])[CH3:44])[CH2:34][CH2:33]1)(C)(C)C.FC(F)(F)C(O)=O. Product: [C:28]([C:26]1[N:27]=[C:23]([NH:22][C:20]([C:18]2[CH:17]=[CH:16][N:13]3[C:14](=[O:15])[C:9](/[CH:8]=[CH:7]/[C:6]([OH:50])=[O:5])=[C:10]([N:32]4[CH2:37][CH2:36][N:35]([C:38](=[O:49])[CH2:39][CH2:40][CH2:41][CH2:42][N:43]([CH2:45][C:46]([OH:48])=[O:47])[CH3:44])[CH2:34][CH2:33]4)[N:11]=[C:12]3[CH:19]=2)=[O:21])[S:24][CH:25]=1)([CH3:31])([CH3:29])[CH3:30]. The catalyst class is: 2. (4) Product: [CH2:19]([O:21][C:22]([CH2:24][CH2:25][CH2:26][CH2:27][CH2:28][O:29][C:30]1[CH:39]=[CH:38][C:37]2[C:32](=[CH:33][CH:34]=[CH:35][CH:36]=2)[C:31]=1[C:40]#[N+:41][O-:42])=[O:23])[CH3:20]. The catalyst class is: 22. Reactant: C(OC1C=CC2C(=CC=CC=2)C=1C=NO)C1OC1.[CH2:19]([O:21][C:22]([CH2:24][CH2:25][CH2:26][CH2:27][CH2:28][O:29][C:30]1[CH:39]=[CH:38][C:37]2[C:32](=[CH:33][CH:34]=[CH:35][CH:36]=2)[C:31]=1[CH:40]=[N:41][OH:42])=[O:23])[CH3:20].ClN1C(=O)CCC1=O.C(N(CC)CC)C. (5) Reactant: [CH3:1][O:2][C:3](=[O:23])[C:4]1[CH:9]=[C:8](B2OC(C)(C)C(C)(C)O2)[CH:7]=[C:6]([N+:19]([O-:21])=[O:20])[C:5]=1[NH2:22].CC1C([N:31]2[C:36]([CH3:37])=[CH:35][C:34](OS(C(F)(F)F)(=O)=O)=[CH:33][C:32]2=O)=NC=CC=1.[C:47](=[O:50])([O-])[O-].[Na+].[Na+]. The catalyst class is: 628. Product: [CH3:1][O:2][C:3](=[O:23])[C:4]1[CH:9]=[C:8]([C:6]2[CH:5]=[C:4]([CH3:9])[CH:3]([CH2:37][C:36]3[CH:35]=[CH:34][CH:33]=[CH:32][N:31]=3)[C:47](=[O:50])[CH:7]=2)[CH:7]=[C:6]([N+:19]([O-:21])=[O:20])[C:5]=1[NH2:22].